Dataset: Forward reaction prediction with 1.9M reactions from USPTO patents (1976-2016). Task: Predict the product of the given reaction. (1) Given the reactants [OH:1][C:2]1[C:3]([CH3:15])=[C:4]2[C:8](=[CH:9][CH:10]=1)[C:7](=[O:11])[C:6](/[CH:12]=[CH:13]/[CH3:14])=[CH:5]2.C1N2CN3CN(C2)CN1C3.FC(F)(F)[C:28](O)=[O:29], predict the reaction product. The product is: [OH:1][C:2]1[C:3]([CH3:15])=[C:4]2[C:8](=[CH:9][C:10]=1[CH:28]=[O:29])[C:7](=[O:11])[C:6](/[CH:12]=[CH:13]/[CH3:14])=[CH:5]2. (2) The product is: [F:1][C:2]1[CH:3]=[CH:4][C:5]([C:8]([N+:9]([O-:11])=[O:10])=[CH:17][C:16]2[CH:23]=[CH:24][C:13]([F:12])=[CH:14][CH:15]=2)=[CH:6][CH:7]=1. Given the reactants [F:1][C:2]1[CH:7]=[CH:6][C:5]([CH2:8][N+:9]([O-:11])=[O:10])=[CH:4][CH:3]=1.[F:12][C:13]1[CH:24]=[CH:23][C:16]([CH:17]=NCCCC)=[CH:15][CH:14]=1, predict the reaction product. (3) Given the reactants [F:1][C:2]([F:10])([F:9])[CH:3]([OH:8])[C:4]([F:7])([F:6])[F:5].Cl[C:12](Cl)([O:14]C(=O)OC(Cl)(Cl)Cl)Cl.C(N(CC)C(C)C)(C)C.[F:32][C:33]1[CH:38]=[CH:37][CH:36]=[C:35]([CH2:39][N:40]2[CH2:45][CH2:44][NH:43][CH2:42][CH2:41]2)[C:34]=1[N:46]1[CH2:51][CH2:50][O:49][CH2:48][CH2:47]1, predict the reaction product. The product is: [F:32][C:33]1[C:34]([N:46]2[CH2:51][CH2:50][O:49][CH2:48][CH2:47]2)=[C:35]([CH2:39][N:40]2[CH2:45][CH2:44][N:43]([C:12]([O:8][CH:3]([C:4]([F:7])([F:6])[F:5])[C:2]([F:10])([F:9])[F:1])=[O:14])[CH2:42][CH2:41]2)[CH:36]=[CH:37][CH:38]=1. (4) Given the reactants [F:1][C:2]1[C:23]([NH:24][S:25]([C:28]2[CH:33]=[CH:32][C:31]([C:34]([F:37])([F:36])[F:35])=[CH:30][CH:29]=2)(=[O:27])=[O:26])=[CH:22][CH:21]=[C:20]([F:38])[C:3]=1[C:4]([C:6]1[C:14]2[C:9](=[N:10][CH:11]=[C:12]([CH2:15][CH2:16][C:17](O)=[O:18])[CH:13]=2)[NH:8][CH:7]=1)=[O:5].[NH2:39][CH2:40][CH2:41][CH2:42][CH2:43][CH2:44][NH:45][C:46](=[O:60])[CH2:47][CH2:48][CH2:49][CH2:50][CH:51]1[CH:55]2[NH:56][C:57](=[O:59])[NH:58][CH:54]2[CH2:53][S:52]1.Cl.CN(C)CCCN=C=NCC.CN(C)C=O, predict the reaction product. The product is: [F:1][C:2]1[C:23]([NH:24][S:25]([C:28]2[CH:33]=[CH:32][C:31]([C:34]([F:37])([F:36])[F:35])=[CH:30][CH:29]=2)(=[O:27])=[O:26])=[CH:22][CH:21]=[C:20]([F:38])[C:3]=1[C:4]([C:6]1[C:14]2[C:9](=[N:10][CH:11]=[C:12]([CH2:15][CH2:16][C:17]([NH:39][CH2:40][CH2:41][CH2:42][CH2:43][CH2:44][NH:45][C:46](=[O:60])[CH2:47][CH2:48][CH2:49][CH2:50][CH:51]3[CH:55]4[NH:56][C:57](=[O:59])[NH:58][CH:54]4[CH2:53][S:52]3)=[O:18])[CH:13]=2)[NH:8][CH:7]=1)=[O:5]. (5) Given the reactants [NH:1]([C:115]([CH3:117])=[O:116])[C@H:2]([C:10]([NH:12][C@H:13]([C:18]([NH:20][C@H:21]([C:26]([NH:28][C@H:29]([C:34]([NH:36][C@H:37]([C:45]([NH:47][C@H:48]([C:53]([NH:55][C@H:56]([C:58]([NH:60][C@H:61]([C:66]([NH:68][C@H:69]([C:77]([NH:79][C@H:80]([C:85]([NH:87][C@H:88]([C:93]([NH:95][C@H:96]([C:101]([NH:103][C@H:104]([C:112]([NH2:114])=[O:113])[CH2:105][CH2:106][CH2:107][NH:108][C:109](=[NH:111])[NH2:110])=[O:102])[CH2:97][CH:98]([CH3:100])[CH3:99])=[O:94])[CH2:89][C:90](=[O:92])[OH:91])=[O:86])[CH2:81][CH:82]([CH3:84])[CH3:83])=[O:78])[CH2:70][CH2:71][CH2:72][NH:73][C:74](=[NH:76])[NH2:75])=[O:67])[CH2:62][CH:63]([CH3:65])[CH3:64])=[O:59])[CH3:57])=[O:54])[CH2:49][CH:50]([CH3:52])[CH3:51])=[O:46])[CH2:38][CH2:39][CH2:40][NH:41][C:42](=[NH:44])[NH2:43])=[O:35])[CH2:30][CH:31]([CH3:33])[CH3:32])=[O:27])[CH2:22][C:23](=[O:25])[OH:24])=[O:19])[CH2:14][CH:15]([CH3:17])[CH3:16])=[O:11])[CH2:3][CH2:4][CH2:5][NH:6][C:7](=[NH:9])[NH2:8].FC(C(O)=O)(F)F.FC(C(O)=O)(F)F.FC(C(O)=O)(F)F.FC(C(O)=O)(F)F.[ClH:146].C1COCC1, predict the reaction product. The product is: [NH:1]([C:115]([CH3:117])=[O:116])[C@H:2]([C:10]([NH:12][C@H:13]([C:18]([NH:20][C@H:21]([C:26]([NH:28][C@H:29]([C:34]([NH:36][C@H:37]([C:45]([NH:47][C@H:48]([C:53]([NH:55][C@H:56]([C:58]([NH:60][C@H:61]([C:66]([NH:68][C@H:69]([C:77]([NH:79][C@H:80]([C:85]([NH:87][C@H:88]([C:93]([NH:95][C@H:96]([C:101]([NH:103][C@H:104]([C:112]([NH2:114])=[O:113])[CH2:105][CH2:106][CH2:107][NH:108][C:109](=[NH:110])[NH2:111])=[O:102])[CH2:97][CH:98]([CH3:99])[CH3:100])=[O:94])[CH2:89][C:90](=[O:91])[OH:92])=[O:86])[CH2:81][CH:82]([CH3:83])[CH3:84])=[O:78])[CH2:70][CH2:71][CH2:72][NH:73][C:74](=[NH:75])[NH2:76])=[O:67])[CH2:62][CH:63]([CH3:65])[CH3:64])=[O:59])[CH3:57])=[O:54])[CH2:49][CH:50]([CH3:52])[CH3:51])=[O:46])[CH2:38][CH2:39][CH2:40][NH:41][C:42](=[NH:43])[NH2:44])=[O:35])[CH2:30][CH:31]([CH3:33])[CH3:32])=[O:27])[CH2:22][C:23](=[O:24])[OH:25])=[O:19])[CH2:14][CH:15]([CH3:16])[CH3:17])=[O:11])[CH2:3][CH2:4][CH2:5][NH:6][C:7](=[NH:8])[NH2:9].[ClH:146].[ClH:146].[ClH:146].[ClH:146]. (6) Given the reactants [F:1][C:2]1[CH:7]=[CH:6][C:5]([C:8]2[O:9][C:10]3[CH:20]=[C:19]([O:21][CH2:22][C:23]([F:26])([F:25])[F:24])[C:18]([C:27]4[CH:28]=[C:29]([CH:37]=[CH:38][CH:39]=4)[C:30]([O:32]C(C)(C)C)=[O:31])=[CH:17][C:11]=3[C:12]=2[C:13](=[O:16])[NH:14][CH3:15])=[CH:4][CH:3]=1.C(O)(C(F)(F)F)=O, predict the reaction product. The product is: [F:1][C:2]1[CH:3]=[CH:4][C:5]([C:8]2[O:9][C:10]3[CH:20]=[C:19]([O:21][CH2:22][C:23]([F:25])([F:26])[F:24])[C:18]([C:27]4[CH:28]=[C:29]([CH:37]=[CH:38][CH:39]=4)[C:30]([OH:32])=[O:31])=[CH:17][C:11]=3[C:12]=2[C:13](=[O:16])[NH:14][CH3:15])=[CH:6][CH:7]=1. (7) Given the reactants [CH2:1]([O:3][C:4](=[O:20])[CH2:5][O:6][C:7]1[CH:12]=[CH:11][C:10]([S:13](Cl)(=O)=O)=[CH:9][C:8]=1[CH2:17][CH2:18][CH3:19])[CH3:2].[Sn].Cl.O1CCOCC1, predict the reaction product. The product is: [CH2:1]([O:3][C:4](=[O:20])[CH2:5][O:6][C:7]1[CH:12]=[CH:11][C:10]([SH:13])=[CH:9][C:8]=1[CH2:17][CH2:18][CH3:19])[CH3:2]. (8) The product is: [CH3:9][O:10][CH:11]1[CH2:16][CH2:15][CH2:14][N:13]([CH2:1][C:2]#[N:3])[CH2:12]1. Given the reactants [CH3:1][CH2:2][N:3](CC)CC.Cl.[CH3:9][O:10][CH:11]1[CH2:16][CH2:15][CH2:14][NH:13][CH2:12]1.C(#N)CO, predict the reaction product. (9) Given the reactants [C:1]([O:4][C@@H:5]1[C@@H:18]([O:19][C:20](=[O:22])[CH3:21])[C@H:17]([O:23][C:24](=[O:26])[CH3:25])[CH2:16][S:15][C@H:6]1[O:7][C:8]1[CH:13]=[CH:12][CH:11]=[C:10](Br)[CH:9]=1)(=[O:3])[CH3:2].[F:27][C:28]1[CH:33]=[C:32](B(O)O)[CH:31]=[CH:30][N:29]=1, predict the reaction product. The product is: [C:1]([O:4][C@@H:5]1[C@@H:18]([O:19][C:20](=[O:22])[CH3:21])[C@H:17]([O:23][C:24](=[O:26])[CH3:25])[CH2:16][S:15][C@H:6]1[O:7][C:8]1[CH:13]=[CH:12][CH:11]=[C:10]([C:32]2[CH:31]=[CH:30][N:29]=[C:28]([F:27])[CH:33]=2)[CH:9]=1)(=[O:3])[CH3:2]. (10) The product is: [CH3:20][NH:21][C:22]([C:24]1[C:32]2[C:27](=[CH:28][C:29]([O:33][C:2]3[CH:7]=[CH:6][N:5]=[C:4]4[CH:8]=[C:9]([C:11]([N:13]5[CH2:17][CH2:16][CH:15]([O:18][CH3:19])[CH2:14]5)=[O:12])[S:10][C:3]=34)=[CH:30][CH:31]=2)[N:26]([CH3:34])[CH:25]=1)=[O:23]. Given the reactants Cl[C:2]1[CH:7]=[CH:6][N:5]=[C:4]2[CH:8]=[C:9]([C:11]([N:13]3[CH2:17][CH2:16][C@@H:15]([O:18][CH3:19])[CH2:14]3)=[O:12])[S:10][C:3]=12.[CH3:20][NH:21][C:22]([C:24]1[C:32]2[C:27](=[CH:28][C:29]([OH:33])=[CH:30][CH:31]=2)[N:26]([CH3:34])[CH:25]=1)=[O:23].C([O-])([O-])=O.[Cs+].[Cs+], predict the reaction product.